This data is from Full USPTO retrosynthesis dataset with 1.9M reactions from patents (1976-2016). The task is: Predict the reactants needed to synthesize the given product. (1) Given the product [CH3:1][C:2]1[C:3](=[O:27])[C:4]2[C:9]([C:10](=[O:26])[C:11]=1[CH2:12][CH:14]([C:31](=[O:33])[C@H:29]([CH3:30])[NH:28][C:34]([O:36][C:37]([CH3:40])([CH3:39])[CH3:38])=[O:35])[NH2:42])=[CH:8][CH:7]=[CH:6][CH:5]=2, predict the reactants needed to synthesize it. The reactants are: [CH3:1][C:2]1[C:3](=[O:27])[C:4]2[C:9]([C:10](=[O:26])[C:11]=1[CH:12]([C:14](=O)[C@H](C)NC(OC(C)(C)C)=O)N)=[CH:8][CH:7]=[CH:6][CH:5]=2.[NH:28]([C:34]([O:36][C:37]([CH3:40])([CH3:39])[CH3:38])=[O:35])[C@H:29]([C:31]([OH:33])=O)[CH3:30].C[N:42](C(ON1N=NC2C=CC=CC1=2)=[N+](C)C)C.F[P-](F)(F)(F)(F)F.C1C=CC2N(O)N=NC=2C=1.CCN(C(C)C)C(C)C. (2) Given the product [CH:17]1([N:16]2[C:15]3[C:14]4[CH:13]=[CH:12][CH:11]=[C:10]([O:22][CH3:23])[C:9]=4[N:8]=[CH:7][C:6]=3[C:4](=[O:5])[N:24]([C:27]3[CH:28]=[C:29]([CH3:33])[CH:30]=[CH:31][CH:32]=3)[C:25]2=[O:26])[CH2:21][CH2:20][CH2:19][CH2:18]1, predict the reactants needed to synthesize it. The reactants are: C(O[C:4]([C:6]1[CH:7]=[N:8][C:9]2[C:14]([C:15]=1[NH:16][CH:17]1[CH2:21][CH2:20][CH2:19][CH2:18]1)=[CH:13][CH:12]=[CH:11][C:10]=2[O:22][CH3:23])=[O:5])C.[N:24]([C:27]1[CH:32]=[CH:31][CH:30]=[C:29]([CH3:33])[CH:28]=1)=[C:25]=[O:26].